This data is from Peptide-MHC class II binding affinity with 134,281 pairs from IEDB. The task is: Regression. Given a peptide amino acid sequence and an MHC pseudo amino acid sequence, predict their binding affinity value. This is MHC class II binding data. (1) The peptide sequence is YTVFETALKKAITAM. The MHC is DRB1_1302 with pseudo-sequence DRB1_1302. The binding affinity (normalized) is 0.230. (2) The peptide sequence is EGKYFAATQFEPLAA. The MHC is HLA-DQA10301-DQB10302 with pseudo-sequence HLA-DQA10301-DQB10302. The binding affinity (normalized) is 0.396. (3) The peptide sequence is RERLVLTLGAAMVEI. The MHC is DRB1_0701 with pseudo-sequence DRB1_0701. The binding affinity (normalized) is 0.763. (4) The peptide sequence is PETPNMDVIGERIKRIK. The MHC is DRB1_0301 with pseudo-sequence DRB1_0301. The binding affinity (normalized) is 0.667.